From a dataset of Reaction yield outcomes from USPTO patents with 853,638 reactions. Predict the reaction yield, written as a fraction of the theoretical maximum amount of product (1.0 means a 100% yield; for example, 0.34 means a 34% yield). (1) The reactants are Br[C:2]1[CH:3]=[C:4]2[C:9](=[CH:10][CH:11]=1)[N:8]=[CH:7][C:6]([C:12]([CH:14]1[CH2:16][CH2:15]1)=[O:13])=[C:5]2[N:17]1[CH2:22][CH2:21][CH:20]([N:23]2[CH2:28][CH2:27][N:26]([CH3:29])[CH2:25][CH2:24]2)[CH2:19][CH2:18]1.[Cl:30][C:31]1[CH:32]=[C:33](B(O)O)[CH:34]=[CH:35][C:36]=1[OH:37]. No catalyst specified. The product is [Cl:30][C:31]1[CH:32]=[C:33]([C:2]2[CH:3]=[C:4]3[C:9](=[CH:10][CH:11]=2)[N:8]=[CH:7][C:6]([C:12]([CH:14]2[CH2:15][CH2:16]2)=[O:13])=[C:5]3[N:17]2[CH2:22][CH2:21][CH:20]([N:23]3[CH2:28][CH2:27][N:26]([CH3:29])[CH2:25][CH2:24]3)[CH2:19][CH2:18]2)[CH:34]=[CH:35][C:36]=1[OH:37]. The yield is 0.570. (2) The reactants are [CH3:1][O:2][C:3](=[O:25])[C:4]1[CH:9]=[C:8]([C:10]#[C:11][CH2:12][O:13][CH:14]2[CH2:19][CH2:18][CH2:17][CH2:16][O:15]2)[C:7]([C:20]([F:23])([F:22])[F:21])=[CH:6][C:5]=1[NH2:24]. The catalyst is [Pd].C1COCC1. The product is [CH3:1][O:2][C:3](=[O:25])[C:4]1[CH:9]=[C:8]([CH2:10][CH2:11][CH2:12][O:13][CH:14]2[CH2:19][CH2:18][CH2:17][CH2:16][O:15]2)[C:7]([C:20]([F:21])([F:23])[F:22])=[CH:6][C:5]=1[NH2:24]. The yield is 0.890. (3) The reactants are [CH2:1]([O:3][C:4]([C:6]1[CH2:10][CH2:9][CH2:8][C:7]=1[NH:11][CH2:12][C:13]1[CH:18]=[CH:17][C:16]([Cl:19])=[CH:15][CH:14]=1)=[O:5])[CH3:2].C(O[BH-](OC(=O)C)OC(=O)C)(=O)C.[Na+]. The catalyst is C(O)(=O)C. The product is [CH2:1]([O:3][C:4]([CH:6]1[CH2:10][CH2:9][CH2:8][CH:7]1[NH:11][CH2:12][C:13]1[CH:14]=[CH:15][C:16]([Cl:19])=[CH:17][CH:18]=1)=[O:5])[CH3:2]. The yield is 0.809.